This data is from Forward reaction prediction with 1.9M reactions from USPTO patents (1976-2016). The task is: Predict the product of the given reaction. Given the reactants C(O)(C(F)(F)F)=O.[NH2:8][CH2:9][CH2:10][NH:11][C:12](=[O:19])[C:13]1[CH:18]=[CH:17][CH:16]=[N:15][CH:14]=1.[C:20](O)(=[O:42])[CH2:21][CH2:22]/[CH:23]=[CH:24]\[CH2:25]/[CH:26]=[CH:27]\[CH2:28]/[CH:29]=[CH:30]\[CH2:31]/[CH:32]=[CH:33]\[CH2:34]/[CH:35]=[CH:36]\[CH2:37]/[CH:38]=[CH:39]\[CH2:40][CH3:41].CN(C(ON1N=NC2C=CC=NC1=2)=[N+](C)C)C.F[P-](F)(F)(F)(F)F.CCN(C(C)C)C(C)C, predict the reaction product. The product is: [C:20]([NH:8][CH2:9][CH2:10][NH:11][C:12](=[O:19])[C:13]1[CH:18]=[CH:17][CH:16]=[N:15][CH:14]=1)(=[O:42])[CH2:21][CH2:22]/[CH:23]=[CH:24]\[CH2:25]/[CH:26]=[CH:27]\[CH2:28]/[CH:29]=[CH:30]\[CH2:31]/[CH:32]=[CH:33]\[CH2:34]/[CH:35]=[CH:36]\[CH2:37]/[CH:38]=[CH:39]\[CH2:40][CH3:41].